This data is from Full USPTO retrosynthesis dataset with 1.9M reactions from patents (1976-2016). The task is: Predict the reactants needed to synthesize the given product. (1) Given the product [CH3:17][C:18]1[C:19]([CH3:20])=[N:1][C:2]2[C:3]([C:4]([O:6][CH3:7])=[O:5])=[C:8]([O:15][CH3:16])[CH:9]=[CH:10][C:11]=2[N:12]=1, predict the reactants needed to synthesize it. The reactants are: [NH2:1][C:2]1[C:11]([N+:12]([O-])=O)=[CH:10][CH:9]=[C:8]([O:15][CH3:16])[C:3]=1[C:4]([O:6][CH3:7])=[O:5].[CH3:17][C:18](=O)[C:19](=O)[CH3:20]. (2) Given the product [Si:1]([O:8][C@@H:9]([CH3:12])/[CH:10]=[N:22]/[CH2:21][C:18]1[CH:19]=[CH:20][C:15]([O:14][CH3:13])=[CH:16][CH:17]=1)([C:4]([CH3:5])([CH3:6])[CH3:7])([CH3:2])[CH3:3], predict the reactants needed to synthesize it. The reactants are: [Si:1]([O:8][C@@H:9]([CH3:12])[CH:10]=O)([C:4]([CH3:7])([CH3:6])[CH3:5])([CH3:3])[CH3:2].[CH3:13][O:14][C:15]1[CH:20]=[CH:19][C:18]([CH2:21][NH2:22])=[CH:17][CH:16]=1.[O-]S([O-])(=O)=O.[Mg+2]. (3) The reactants are: [N+:1]([C:4]1[CH:9]=[CH:8][CH:7]=[CH:6][C:5]=1[NH2:10])([O-:3])=[O:2].[H-].[Na+].Br[CH2:14][C:15]1[CH:20]=[CH:19][CH:18]=[CH:17][CH:16]=1. Given the product [CH2:14]([NH:10][C:5]1[CH:6]=[CH:7][CH:8]=[CH:9][C:4]=1[N+:1]([O-:3])=[O:2])[C:15]1[CH:20]=[CH:19][CH:18]=[CH:17][CH:16]=1, predict the reactants needed to synthesize it. (4) Given the product [Cl:5][C:6]1[CH:7]=[C:8]([C:15]([CH3:20])([CH3:19])[C:16]([N:34]([CH2:35][CH:36]([CH3:38])[CH3:37])[CH2:30][CH:31]([CH3:33])[CH3:32])=[O:18])[CH:9]=[CH:10][C:11]=1[N+:12]([O-:14])=[O:13], predict the reactants needed to synthesize it. The reactants are: S(Cl)(Cl)=O.[Cl:5][C:6]1[CH:7]=[C:8]([C:15]([CH3:20])([CH3:19])[C:16]([OH:18])=O)[CH:9]=[CH:10][C:11]=1[N+:12]([O-:14])=[O:13].C(N(C(C)C)CC)(C)C.[CH2:30]([NH:34][CH2:35][CH:36]([CH3:38])[CH3:37])[CH:31]([CH3:33])[CH3:32].